From a dataset of Full USPTO retrosynthesis dataset with 1.9M reactions from patents (1976-2016). Predict the reactants needed to synthesize the given product. Given the product [F:1][C:2]1[C:3]([C:21]([OH:23])=[O:22])=[CH:4][C:5]2[C:6](=[O:8])[O:7][CH2:24][N:12]([C:13]3[CH:18]=[CH:17][C:16]([I:19])=[CH:15][C:14]=3[CH3:20])[C:9]=2[C:10]=1[F:11], predict the reactants needed to synthesize it. The reactants are: [F:1][C:2]1[C:10]([F:11])=[C:9]([NH:12][C:13]2[CH:18]=[CH:17][C:16]([I:19])=[CH:15][C:14]=2[CH3:20])[C:5]([C:6]([OH:8])=[O:7])=[CH:4][C:3]=1[C:21]([OH:23])=[O:22].[CH2:24]=O.